From a dataset of Reaction yield outcomes from USPTO patents with 853,638 reactions. Predict the reaction yield, written as a fraction of the theoretical maximum amount of product (1.0 means a 100% yield; for example, 0.34 means a 34% yield). (1) The reactants are [Cl:1][C:2]1[CH:7]=[CH:6][C:5]([O:8][C:9]2[CH:14]=[CH:13][C:12]([CH2:15][CH2:16][N+:17]([O-])=O)=[CH:11][CH:10]=2)=[CH:4][C:3]=1[C:20]([F:23])([F:22])[F:21].[BH4-].[Na+]. The catalyst is CO.O.O.O.O.O.O.[Ni](Cl)Cl. The product is [Cl:1][C:2]1[CH:7]=[CH:6][C:5]([O:8][C:9]2[CH:14]=[CH:13][C:12]([CH2:15][CH2:16][NH2:17])=[CH:11][CH:10]=2)=[CH:4][C:3]=1[C:20]([F:21])([F:22])[F:23]. The yield is 0.514. (2) The reactants are [Si:1]([O:8][CH2:9][CH:10]([C:12]1[C:13]([O:23][CH2:24][CH3:25])=[C:14]([C:20](=[O:22])[CH3:21])[CH:15]=[C:16]([Cl:19])[C:17]=1[F:18])[OH:11])([C:4]([CH3:7])([CH3:6])[CH3:5])([CH3:3])[CH3:2].C(N(CC)CC)C.[CH3:33][S:34](O[S:34]([CH3:33])(=[O:36])=[O:35])(=[O:36])=[O:35]. The catalyst is ClCCCl.[Cl-].[Na+].O. The product is [CH3:33][S:34]([O:11][CH:10]([C:12]1[C:17]([F:18])=[C:16]([Cl:19])[CH:15]=[C:14]([C:20](=[O:22])[CH3:21])[C:13]=1[O:23][CH2:24][CH3:25])[CH2:9][O:8][Si:1]([C:4]([CH3:7])([CH3:6])[CH3:5])([CH3:3])[CH3:2])(=[O:36])=[O:35]. The yield is 1.00. (3) The reactants are C([O:3][C:4](=O)[CH2:5][C:6]([CH:8]1[CH2:12][CH2:11][CH2:10][CH2:9]1)=O)C.Cl.[NH2:15][C:16]([NH2:18])=[NH:17].CC(C)([O-])C.[K+]. The catalyst is CO. The product is [NH2:17][C:16]1[NH:18][C:4](=[O:3])[CH:5]=[C:6]([CH:8]2[CH2:12][CH2:11][CH2:10][CH2:9]2)[N:15]=1. The yield is 0.870. (4) The reactants are [N:1]1[CH:6]=[CH:5][CH:4]=[C:3]([C:7](=O)[CH2:8][C:9]2[CH:13]=[CH:12][S:11][CH:10]=2)[CH:2]=1.[N:15]1[NH:16][N:17]=[N:18][C:19]=1[C:20]1[CH:27]=[CH:26][C:23]([CH:24]=O)=[CH:22][CH:21]=1.[NH2:28][C:29]([NH2:31])=[O:30].Cl. The catalyst is CCO. The product is [N:15]1[NH:16][N:17]=[N:18][C:19]=1[C:20]1[CH:27]=[CH:26][C:23]([CH:24]2[C:8]([C:9]3[CH:13]=[CH:12][S:11][CH:10]=3)=[C:7]([C:3]3[CH:2]=[N:1][CH:6]=[CH:5][CH:4]=3)[NH:31][C:29](=[O:30])[NH:28]2)=[CH:22][CH:21]=1. The yield is 0.350. (5) The reactants are [C:1]([O:5][C:6]([N:8]1[CH2:11][C:10]([CH3:31])([N:12]2[C:28]3[C:15](=[CH:16][C:17]4[O:18][CH2:19][C:20]5[N:25]([C:26]=4[CH:27]=3)[C@H:24]([CH3:29])[C:23](=[O:30])[NH:22][N:21]=5)[CH:14]=[CH:13]2)[CH2:9]1)=[O:7])([CH3:4])([CH3:3])[CH3:2].[I:32]N1C(=O)CCC1=O.S([O-])([O-])=O.[Na+].[Na+]. The catalyst is C1COCC1. The product is [C:1]([O:5][C:6]([N:8]1[CH2:11][C:10]([N:12]2[C:28]3[C:15](=[CH:16][C:17]4[O:18][CH2:19][C:20]5[N:25]([C:26]=4[CH:27]=3)[C@H:24]([CH3:29])[C:23](=[O:30])[NH:22][N:21]=5)[C:14]([I:32])=[CH:13]2)([CH3:31])[CH2:9]1)=[O:7])([CH3:4])([CH3:2])[CH3:3]. The yield is 0.300. (6) The reactants are O[CH2:2][C:3]1[CH:12]=[N:11][C:10]2[N:9]3[CH2:13][CH2:14][CH2:15][CH2:16][C@H:8]3[C:7](=[O:17])[NH:6][C:5]=2[CH:4]=1.[I-].C(C[P+](C)(C)C)#N.C(N(C(C)C)C(C)C)C.Cl.[Cl:36][C:37]1[CH:42]=[CH:41][C:40]([C:43]2[CH2:44][CH2:45][NH:46][CH2:47][CH:48]=2)=[CH:39][CH:38]=1. The catalyst is C(#N)CC.CCO.O. The product is [Cl:36][C:37]1[CH:42]=[CH:41][C:40]([C:43]2[CH2:48][CH2:47][N:46]([CH2:2][C:3]3[CH:12]=[N:11][C:10]4[N:9]5[CH2:13][CH2:14][CH2:15][CH2:16][C@H:8]5[C:7](=[O:17])[NH:6][C:5]=4[CH:4]=3)[CH2:45][CH:44]=2)=[CH:39][CH:38]=1. The yield is 0.430.